From a dataset of Reaction yield outcomes from USPTO patents with 853,638 reactions. Predict the reaction yield, written as a fraction of the theoretical maximum amount of product (1.0 means a 100% yield; for example, 0.34 means a 34% yield). (1) The reactants are C(=O)([O-])[O-].[Cs+].[Cs+].FC(F)(F)S(O[CH2:13][C:14]([F:17])([F:16])[F:15])(=O)=O.[Br:20][C:21]1[C:22]([C:28]2[S:29][CH:30]=[CH:31][CH:32]=2)=[N:23][NH:24][C:25]=1[CH:26]=[O:27].O. The catalyst is CN(C)C=O. The product is [Br:20][C:21]1[C:22]([C:28]2[S:29][CH:30]=[CH:31][CH:32]=2)=[N:23][N:24]([CH2:13][C:14]([F:15])([F:16])[F:17])[C:25]=1[CH:26]=[O:27]. The yield is 0.320. (2) The reactants are [O:1]=[C:2]1[CH:7]=[C:6]([C:8]([O:10]C)=[O:9])[CH:5]=[CH:4][N:3]1[CH2:12][CH2:13][CH2:14][CH2:15][N:16]1[CH:20]=[C:19]([C:21](=[O:35])[NH:22][CH2:23][C:24]2[CH:29]=[CH:28][CH:27]=[C:26]([O:30][C:31]([F:34])([F:33])[F:32])[CH:25]=2)[N:18]=[N:17]1.CO.O.O.[OH-].[Li+]. The catalyst is C1COCC1. The product is [O:1]=[C:2]1[CH:7]=[C:6]([C:8]([OH:10])=[O:9])[CH:5]=[CH:4][N:3]1[CH2:12][CH2:13][CH2:14][CH2:15][N:16]1[CH:20]=[C:19]([C:21](=[O:35])[NH:22][CH2:23][C:24]2[CH:29]=[CH:28][CH:27]=[C:26]([O:30][C:31]([F:32])([F:33])[F:34])[CH:25]=2)[N:18]=[N:17]1. The yield is 0.910. (3) The product is [C:17]([O:16][C:14]([N:12]1[CH2:13][CH:9]([OH:8])[CH2:10][CH:11]1[CH2:21][O:22][C:23]1[CH:33]=[CH:32][C:26]([C:27]([O:29][CH2:30][CH3:31])=[O:28])=[CH:25][C:24]=1[O:34][CH3:35])=[O:15])([CH3:20])([CH3:18])[CH3:19]. The catalyst is CCO.[Pd]. The yield is 0.760. The reactants are C([O:8][CH:9]1[CH2:13][N:12]([C:14]([O:16][C:17]([CH3:20])([CH3:19])[CH3:18])=[O:15])[CH:11]([CH2:21][O:22][C:23]2[CH:33]=[CH:32][C:26]([C:27]([O:29][CH2:30][CH3:31])=[O:28])=[CH:25][C:24]=2[O:34][CH3:35])[CH2:10]1)C1C=CC=CC=1.